This data is from Reaction yield outcomes from USPTO patents with 853,638 reactions. The task is: Predict the reaction yield, written as a fraction of the theoretical maximum amount of product (1.0 means a 100% yield; for example, 0.34 means a 34% yield). (1) The reactants are [N+:1]([C:4]1[O:8][C:7]([C:9](Cl)=[O:10])=[CH:6][CH:5]=1)([O-:3])=[O:2].Cl.Cl.[N:14]1([C:20]2[N:25]=[CH:24][CH:23]=[CH:22][N:21]=2)[CH2:19][CH2:18][NH:17][CH2:16][CH2:15]1. The catalyst is C(Cl)Cl.CCN(CC)CC. The product is [N+:1]([C:4]1[O:8][C:7]([C:9]([N:17]2[CH2:18][CH2:19][N:14]([C:20]3[N:21]=[CH:22][CH:23]=[CH:24][N:25]=3)[CH2:15][CH2:16]2)=[O:10])=[CH:6][CH:5]=1)([O-:3])=[O:2]. The yield is 0.490. (2) The reactants are [NH:1]1[C:9]2[C:4](=[N:5][CH:6]=[CH:7][CH:8]=2)[CH2:3][C:2]1=[O:10].[Cl:11][C:12]1[C:13]([F:20])=[C:14]([CH:17]=[CH:18][CH:19]=1)[CH:15]=O.N1CCCCC1. The catalyst is CO. The product is [Cl:11][C:12]1[C:13]([F:20])=[C:14]([CH:17]=[CH:18][CH:19]=1)/[CH:15]=[C:3]1\[C:2](=[O:10])[NH:1][C:9]2[C:4]\1=[N:5][CH:6]=[CH:7][CH:8]=2. The yield is 0.640. (3) The reactants are Cl[S:2]([C:5]1[S:6][C:7]([C:10]2[S:11][C:12]([CH2:15][CH3:16])=[CH:13][CH:14]=2)=[CH:8][CH:9]=1)(=[O:4])=[O:3].[NH2:17][C:18]1[O:22][N:21]=[C:20]([CH3:23])[C:19]=1[Cl:24]. No catalyst specified. The product is [Cl:24][C:19]1[C:20]([CH3:23])=[N:21][O:22][C:18]=1[NH:17][S:2]([C:5]1[S:6][C:7]([C:10]2[S:11][C:12]([CH2:15][CH3:16])=[CH:13][CH:14]=2)=[CH:8][CH:9]=1)(=[O:4])=[O:3]. The yield is 0.710. (4) The reactants are [C:1]([SH:5])([CH3:4])([CH3:3])[CH3:2].Cl[C:7]([O:9][CH:10]([Cl:12])[CH3:11])=[O:8].CN1CCOCC1. The catalyst is C(Cl)Cl. The product is [C:7](=[O:8])([S:5][C:1]([CH3:4])([CH3:3])[CH3:2])[O:9][CH:10]([Cl:12])[CH3:11]. The yield is 0.890.